This data is from Forward reaction prediction with 1.9M reactions from USPTO patents (1976-2016). The task is: Predict the product of the given reaction. (1) Given the reactants CS(O[CH2:6][C:7]([CH3:12])([CH3:11])[C:8](=[O:10])[CH3:9])(=O)=O.[F:13][C:14]([F:23])([F:22])[C:15]1[CH:20]=[CH:19][C:18]([SH:21])=[CH:17][CH:16]=1.C([O-])([O-])=O.[K+].[K+], predict the reaction product. The product is: [CH3:12][C:7]([CH3:11])([CH2:6][S:21][C:18]1[CH:17]=[CH:16][C:15]([C:14]([F:13])([F:22])[F:23])=[CH:20][CH:19]=1)[C:8](=[O:10])[CH3:9]. (2) Given the reactants [C:1]([C@@H:9]1[CH2:13][CH:12]([CH2:14][C:15]2[CH:20]=[CH:19][C:18]([C:21]3[CH:26]=[CH:25][CH:24]=[CH:23][CH:22]=3)=[CH:17][CH:16]=2)[N:11](/[CH:27]=[CH:28]/[C:29]2[CH:34]=[CH:33][CH:32]=[CH:31][CH:30]=2)[C:10]1=[O:35])(=O)C1C=CC=CC=1.C([O-])([O-])=O.[K+].[K+].C=O, predict the reaction product. The product is: [C:18]1([C:21]2[CH:22]=[CH:23][CH:24]=[CH:25][CH:26]=2)[CH:17]=[CH:16][C:15]([CH2:14][C@H:12]2[N:11](/[CH:27]=[CH:28]/[C:29]3[CH:30]=[CH:31][CH:32]=[CH:33][CH:34]=3)[C:10](=[O:35])[C:9](=[CH2:1])[CH2:13]2)=[CH:20][CH:19]=1. (3) Given the reactants [CH2:1]1[C:9]2[C:4](=[CH:5][C:6]([NH:10][CH:11]3[CH2:16][CH2:15][N:14]([CH2:17][C:18]4[CH:23]=[CH:22][N:21]=[C:20]([C:24]5[CH:29]=[C:28]([O:30][CH3:31])[C:27]([O:32][CH3:33])=[C:26]([O:34][CH3:35])[CH:25]=5)[CH:19]=4)[CH2:13][CH2:12]3)=[CH:7][CH:8]=2)[CH2:3][CH2:2]1.[CH3:36][O:37][C:38]1[CH:39]=[C:40]([C:48]2[CH:49]=[C:50]([CH:53]=[CH:54][CH:55]=2)[CH2:51][Cl:52])[CH:41]=[C:42]([O:46][CH3:47])[C:43]=1[O:44][CH3:45], predict the reaction product. The product is: [ClH:52].[ClH:52].[CH2:1]1[C:9]2[C:4](=[CH:5][C:6]([N:10]([CH:11]3[CH2:12][CH2:13][N:14]([CH2:17][C:18]4[CH:23]=[CH:22][N:21]=[C:20]([C:24]5[CH:29]=[C:28]([O:30][CH3:31])[C:27]([O:32][CH3:33])=[C:26]([O:34][CH3:35])[CH:25]=5)[CH:19]=4)[CH2:15][CH2:16]3)[CH2:51][C:50]3[CH:53]=[CH:54][CH:55]=[C:48]([C:40]4[CH:41]=[C:42]([O:46][CH3:47])[C:43]([O:44][CH3:45])=[C:38]([O:37][CH3:36])[CH:39]=4)[CH:49]=3)=[CH:7][CH:8]=2)[CH2:3][CH2:2]1.